Dataset: Forward reaction prediction with 1.9M reactions from USPTO patents (1976-2016). Task: Predict the product of the given reaction. (1) Given the reactants [CH2:1]([O:3][C:4](=[O:21])/[C:5](=[C:7]1\[CH2:8][N:9]([C:14]([O:16][C:17]([CH3:20])([CH3:19])[CH3:18])=[O:15])[CH2:10][CH2:11][C:12]\1=O)/O)[CH3:2].O.[NH2:23][NH2:24], predict the reaction product. The product is: [NH:23]1[C:12]2[CH2:11][CH2:10][N:9]([C:14]([O:16][C:17]([CH3:20])([CH3:19])[CH3:18])=[O:15])[CH2:8][C:7]=2[C:5]([C:4]([O:3][CH2:1][CH3:2])=[O:21])=[N:24]1. (2) Given the reactants [NH:1]1[CH2:6][CH2:5][CH:4]([OH:7])[CH2:3][CH2:2]1.Cl[C:9]1[N:14]=[CH:13][C:12]([CH2:15][CH3:16])=[CH:11][N:10]=1.C(C1C=NC(N2CCC(CCCO)CC2)=NC=1)C.C([O-])([O-])=O.[K+].[K+], predict the reaction product. The product is: [CH2:15]([C:12]1[CH:11]=[N:10][C:9]([N:1]2[CH2:6][CH2:5][CH:4]([OH:7])[CH2:3][CH2:2]2)=[N:14][CH:13]=1)[CH3:16]. (3) Given the reactants Cl.[C:2]([CH2:5][NH:6][C:7]([C:9]1[CH:10]=[C:11]2[C:21](=[CH:22][CH:23]=1)[O:20][C:14]1([CH2:19][CH2:18][NH:17][CH2:16][CH2:15]1)[CH2:13][C:12]2=[O:24])=[O:8])(=[O:4])[NH2:3].[CH2:25]([O:27][C:28]1[CH:29]=[C:30]([CH:34]=[C:35]([O:43][CH2:44][CH3:45])[C:36]=1[C:37]1[CH:38]=[N:39][N:40]([CH3:42])[CH:41]=1)[C:31](O)=[O:32])[CH3:26].CCN=C=NCCCN(C)C.Cl.C1C=CC2N(O)N=NC=2C=1, predict the reaction product. The product is: [C:2]([CH2:5][NH:6][C:7]([C:9]1[CH:10]=[C:11]2[C:21](=[CH:22][CH:23]=1)[O:20][C:14]1([CH2:19][CH2:18][N:17]([C:31]([C:30]3[CH:34]=[C:35]([O:43][CH2:44][CH3:45])[C:36]([C:37]4[CH:38]=[N:39][N:40]([CH3:42])[CH:41]=4)=[C:28]([O:27][CH2:25][CH3:26])[CH:29]=3)=[O:32])[CH2:16][CH2:15]1)[CH2:13][C:12]2=[O:24])=[O:8])(=[O:4])[NH2:3]. (4) Given the reactants C(N(CC)CC)C.[C:8]1([N:14]2[CH2:19][CH2:18][NH:17][CH2:16][CH2:15]2)[CH:13]=[CH:12][CH:11]=[CH:10][CH:9]=1.[CH3:20][O:21][C:22]1[CH:23]=[C:24]([C:30]2[O:31][C:32]3[CH:40]=[CH:39][C:38]([CH2:41][C:42](O)=[O:43])=[CH:37][C:33]=3[C:34]=2[S:35][CH3:36])[CH:25]=[CH:26][C:27]=1[O:28][CH3:29], predict the reaction product. The product is: [CH3:20][O:21][C:22]1[CH:23]=[C:24]([C:30]2[O:31][C:32]3[CH:40]=[CH:39][C:38]([CH2:41][C:42]([N:17]4[CH2:18][CH2:19][N:14]([C:8]5[CH:13]=[CH:12][CH:11]=[CH:10][CH:9]=5)[CH2:15][CH2:16]4)=[O:43])=[CH:37][C:33]=3[C:34]=2[S:35][CH3:36])[CH:25]=[CH:26][C:27]=1[O:28][CH3:29].